This data is from Reaction yield outcomes from USPTO patents with 853,638 reactions. The task is: Predict the reaction yield, written as a fraction of the theoretical maximum amount of product (1.0 means a 100% yield; for example, 0.34 means a 34% yield). (1) The reactants are [Si:1]([O:8][C@@H:9]1[C@H:13]([O:14][Si:15]([C:18]([CH3:21])([CH3:20])[CH3:19])([CH3:17])[CH3:16])[C:12](=[CH2:22])[O:11][C@H:10]1[N:23]1[CH:28]=[CH:27][C:26]([NH2:29])=[N:25][C:24]1=[O:30])([C:4]([CH3:7])([CH3:6])[CH3:5])([CH3:3])[CH3:2].[CH3:31][CH2:32][O:33][P:34]([O:38][CH2:39][CH3:40])([CH2:36][OH:37])=[O:35].C1(C)C=CC(S([O-])(=O)=O)=CC=1.[NH+]1C=CC=CC=1. The catalyst is ClC(Cl)C. The product is [CH2:32]([O:33][P:34]([CH2:36][O:37][C@:12]1([CH3:22])[C@@H:13]([O:14][Si:15]([C:18]([CH3:19])([CH3:20])[CH3:21])([CH3:17])[CH3:16])[C@@H:9]([O:8][Si:1]([C:4]([CH3:5])([CH3:6])[CH3:7])([CH3:2])[CH3:3])[C@H:10]([N:23]2[CH:28]=[CH:27][C:26]([NH2:29])=[N:25][C:24]2=[O:30])[O:11]1)(=[O:35])[O:38][CH2:39][CH3:40])[CH3:31]. The yield is 0.240. (2) The reactants are Cl[C:2]1[CH:11]=[N:10][C:9]2[C:8]([C:12]([O:14][CH3:15])=[O:13])=[C:7]([O:16][CH3:17])[C:6]([C:18]3[CH:23]=[CH:22][C:21]([F:24])=[C:20]([F:25])[CH:19]=3)=[CH:5][C:4]=2[N:3]=1.C([Sn](CCCC)(CCCC)[C:31]1[S:32][CH:33]=[CH:34][CH:35]=1)CCC. The catalyst is O1CCOCC1.C1C=CC([P]([Pd]([P](C2C=CC=CC=2)(C2C=CC=CC=2)C2C=CC=CC=2)([P](C2C=CC=CC=2)(C2C=CC=CC=2)C2C=CC=CC=2)[P](C2C=CC=CC=2)(C2C=CC=CC=2)C2C=CC=CC=2)(C2C=CC=CC=2)C2C=CC=CC=2)=CC=1. The product is [F:25][C:20]1[CH:19]=[C:18]([C:6]2[C:7]([O:16][CH3:17])=[C:8]([C:12]([O:14][CH3:15])=[O:13])[C:9]3[N:10]=[CH:11][C:2]([C:31]4[S:32][CH:33]=[CH:34][CH:35]=4)=[N:3][C:4]=3[CH:5]=2)[CH:23]=[CH:22][C:21]=1[F:24]. The yield is 0.760. (3) The reactants are [C:1]([CH:4]1[N:9]([C:10]2[CH:15]=[C:14]([C:16](=[O:18])[NH2:17])[N:13]=[C:12]([C:19]3[CH:24]=[CH:23][C:22]([O:25][C:26]4[CH:31]=[CH:30][C:29]([F:32])=[CH:28][CH:27]=4)=[CH:21][CH:20]=3)[N:11]=2)[CH2:8][CH2:7][N:6](C(OC(C)(C)C)=O)[CH2:5]1)(=[O:3])[NH2:2].Cl. The catalyst is O1CCOCC1. The product is [C:1]([CH:4]1[CH2:5][NH:6][CH2:7][CH2:8][N:9]1[C:10]1[N:11]=[C:12]([C:19]2[CH:20]=[CH:21][C:22]([O:25][C:26]3[CH:31]=[CH:30][C:29]([F:32])=[CH:28][CH:27]=3)=[CH:23][CH:24]=2)[N:13]=[C:14]([C:16]([NH2:17])=[O:18])[CH:15]=1)(=[O:3])[NH2:2]. The yield is 0.720. (4) The reactants are [C:1]([Si:5]([CH3:21])([CH3:20])[O:6][CH:7]1[CH2:10][N:9]([C:11]2[CH:12]=[CH:13][C:14]([N+:17]([O-])=O)=[N:15][CH:16]=2)[CH2:8]1)([CH3:4])([CH3:3])[CH3:2].[NH4+].[Cl-]. The catalyst is C(O)C.[Fe]. The product is [C:1]([Si:5]([CH3:21])([CH3:20])[O:6][CH:7]1[CH2:8][N:9]([C:11]2[CH:12]=[CH:13][C:14]([NH2:17])=[N:15][CH:16]=2)[CH2:10]1)([CH3:4])([CH3:3])[CH3:2]. The yield is 0.940. (5) The reactants are [CH:1]([C@H:4]1[N:9]([C:10]2[N:15]=[C:14]([CH3:16])[C:13]([C:17](OC)=[O:18])=[CH:12][N:11]=2)[CH2:8][CH2:7][N:6]2[C:21]3[CH:27]=[C:26]([S:28]([CH3:31])(=[O:30])=[O:29])[C:25]([C:32](OC)=[O:33])=[CH:24][C:22]=3[N:23]=[C:5]12)([CH3:3])[CH3:2].CC(C[AlH]CC(C)C)C.[NH4+].[Cl-]. The catalyst is C1(C)C=CC=CC=1. The product is [OH:33][CH2:32][C:25]1[C:26]([S:28]([CH3:31])(=[O:30])=[O:29])=[CH:27][C:21]2[N:6]3[CH2:7][CH2:8][N:9]([C:10]4[N:15]=[C:14]([CH3:16])[C:13]([CH2:17][OH:18])=[CH:12][N:11]=4)[C@H:4]([CH:1]([CH3:2])[CH3:3])[C:5]3=[N:23][C:22]=2[CH:24]=1. The yield is 0.123. (6) The reactants are [CH3:1][O:2][C:3]1[CH:4]=[C:5]([NH:11][C:12]([C:14]2[C:19]([F:20])=[CH:18][CH:17]=[CH:16][C:15]=2[F:21])=[S:13])[CH:6]=[C:7]([O:9][CH3:10])[CH:8]=1. The catalyst is [Fe-3](C#N)(C#N)(C#N)(C#N)(C#N)C#N.[K+].[K+].[K+]. The product is [F:21][C:15]1[CH:16]=[CH:17][CH:18]=[C:19]([F:20])[C:14]=1[C:12]1[S:13][C:4]2[C:3]([O:2][CH3:1])=[CH:8][C:7]([O:9][CH3:10])=[CH:6][C:5]=2[N:11]=1. The yield is 0.860. (7) The reactants are [CH2:1]([N:3]1[C:12]2[C:7](=[CH:8][C:9]([NH:13][C:14]([CH2:16][CH:17]([CH3:22])[CH2:18][C:19]([OH:21])=O)=[O:15])=[CH:10][CH:11]=2)[C:6](=[O:23])[N:5]([CH2:24][CH3:25])[C:4]1=[O:26])[CH3:2].[NH2:27][C:28]1[S:29][C:30]([C:33]#[N:34])=[CH:31][N:32]=1.CCN(C(C)C)C(C)C.C(P1(=O)OP(CCC)(=O)OP(CCC)(=O)O1)CC. The catalyst is C(OCC)(=O)C. The product is [C:33]([C:30]1[S:29][C:28]([NH:27][C:19](=[O:21])[CH2:18][CH:17]([CH3:22])[CH2:16][C:14]([NH:13][C:9]2[CH:8]=[C:7]3[C:12](=[CH:11][CH:10]=2)[N:3]([CH2:1][CH3:2])[C:4](=[O:26])[N:5]([CH2:24][CH3:25])[C:6]3=[O:23])=[O:15])=[N:32][CH:31]=1)#[N:34]. The yield is 0.0616.